From a dataset of Catalyst prediction with 721,799 reactions and 888 catalyst types from USPTO. Predict which catalyst facilitates the given reaction. Reactant: [CH3:1][O:2][C:3]1[CH:4]=[C:5]([CH:7]=[CH:8][CH:9]=1)[NH2:6].[C:10](OC(=O)C)(=[O:12])[CH3:11]. Product: [CH3:11][C:10]([NH:6][C:5]1[CH:7]=[CH:8][CH:9]=[C:3]([O:2][CH3:1])[CH:4]=1)=[O:12]. The catalyst class is: 7.